This data is from Reaction yield outcomes from USPTO patents with 853,638 reactions. The task is: Predict the reaction yield, written as a fraction of the theoretical maximum amount of product (1.0 means a 100% yield; for example, 0.34 means a 34% yield). (1) The reactants are [O:1]=[C:2]([CH2:13][CH2:14][CH2:15][CH2:16][CH2:17][C:18]([CH3:22])([CH3:21])[CH2:19][OH:20])[CH2:3][CH2:4][CH2:5][CH2:6][CH2:7][C:8]([CH3:12])([CH3:11])[CH2:9][OH:10].[BH4-].[Na+].C(OCC)(=O)C.Cl. The catalyst is C(O)(C)C.O. The product is [CH3:21][C:18]([CH3:22])([CH2:17][CH2:16][CH2:15][CH2:14][CH2:13][CH:2]([OH:1])[CH2:3][CH2:4][CH2:5][CH2:6][CH2:7][C:8]([CH3:12])([CH3:11])[CH2:9][OH:10])[CH2:19][OH:20]. The yield is 0.430. (2) The reactants are [F:1][C:2]1[CH:24]=[CH:23][CH:22]=[CH:21][C:3]=1[CH2:4][C@H:5]1[CH2:10][C@@H:9]([C:11]2[O:15][NH:14][C:13](=[O:16])[CH:12]=2)[CH2:8][CH2:7][N:6]1C(OC)=O. The catalyst is Br. The product is [F:1][C:2]1[CH:24]=[CH:23][CH:22]=[CH:21][C:3]=1[CH2:4][C@H:5]1[CH2:10][C@@H:9]([C:11]2[O:15][NH:14][C:13](=[O:16])[CH:12]=2)[CH2:8][CH2:7][NH:6]1. The yield is 1.24.